Dataset: Forward reaction prediction with 1.9M reactions from USPTO patents (1976-2016). Task: Predict the product of the given reaction. (1) Given the reactants C1C=CC(P(N=[N+]=[N-])(C2C=CC=CC=2)=O)=CC=1.[Br:18][CH2:19][CH2:20][CH2:21][CH2:22][CH2:23][CH2:24][CH2:25]C(O)=O.C(=O)([O-])[O-].[K+].[K+].BrCCCCCCC[C:43]([N:45]=[N+]=[N-])=[O:44].[CH:48]([C:51]1[CH:57]=[CH:56][CH:55]=[C:54]([CH:58]([CH3:60])[CH3:59])[C:52]=1[NH2:53])([CH3:50])[CH3:49], predict the reaction product. The product is: [Br:18][CH2:19][CH2:20][CH2:21][CH2:22][CH2:23][CH2:24][CH2:25][NH:45][C:43]([NH:53][C:52]1[C:51]([CH:48]([CH3:50])[CH3:49])=[CH:57][CH:56]=[CH:55][C:54]=1[CH:58]([CH3:60])[CH3:59])=[O:44]. (2) Given the reactants [Cl:1][C:2]1[CH:3]=[CH:4][C:5]([NH:12][C:13]2[CH:18]=[CH:17][C:16](F)=[C:15]([N+:20]([O-:22])=[O:21])[CH:14]=2)=[C:6]([CH:11]=1)[C:7]([O:9][CH3:10])=[O:8].C(O[CH2:27][CH3:28])(=O)C.O.C[N:31]([CH3:34])C=O, predict the reaction product. The product is: [CH2:34]([NH:31][C:16]1[CH:17]=[CH:18][C:13]([NH:12][C:5]2[CH:4]=[CH:3][C:2]([Cl:1])=[CH:11][C:6]=2[C:7]([O:9][CH3:10])=[O:8])=[CH:14][C:15]=1[N+:20]([O-:22])=[O:21])[C:28]1[CH:27]=[CH:6][CH:11]=[CH:2][CH:3]=1. (3) Given the reactants [Cl:1][C:2]1[C:7]([CH:8]([CH3:11])[CH2:9][OH:10])=[C:6]([Cl:12])[N:5]=[CH:4][N:3]=1.[CH3:13][S:14](Cl)(=[O:16])=[O:15], predict the reaction product. The product is: [Cl:12][C:6]1[C:7]([CH:8]([CH3:11])[CH2:9][O:10][S:14]([CH3:13])(=[O:16])=[O:15])=[C:2]([Cl:1])[N:3]=[CH:4][N:5]=1. (4) Given the reactants [C:1]([O-])([O-])=O.[K+].[K+].[Na+].[I-].[CH3:9][NH:10][CH2:11][C:12]1[CH:17]=[CH:16][CH:15]=[CH:14][CH:13]=1.[OH:18][C@H:19]([CH2:33][CH2:34][CH3:35])[CH2:20]COS(C1C=CC(C)=CC=1)(=O)=O, predict the reaction product. The product is: [CH2:11]([N:10]([CH3:1])[CH2:9][CH2:20][C@H:19]([OH:18])[CH2:33][CH2:34][CH3:35])[C:12]1[CH:17]=[CH:16][CH:15]=[CH:14][CH:13]=1. (5) Given the reactants [C:1]([C:4]1[CH:5]=[N:6][C:7]2[C:12]([C:13]=1[NH:14][C:15]1[CH:16]=[N:17][C:18]([N:21]3[CH2:25][CH2:24][CH:23]([NH:26][C:27](=[O:33])[O:28][C:29]([CH3:32])([CH3:31])[CH3:30])[CH2:22]3)=[N:19][CH:20]=1)=[N:11][C:10](Cl)=[CH:9][CH:8]=2)(=[O:3])[CH3:2].[Cl:35][C:36]1[CH:41]=[C:40](B2OC(C)(C)C(C)(C)O2)[CH:39]=[C:38]([Cl:51])[C:37]=1[OH:52], predict the reaction product. The product is: [C:1]([C:4]1[CH:5]=[N:6][C:7]2[C:12]([C:13]=1[NH:14][C:15]1[CH:20]=[N:19][C:18]([N:21]3[CH2:25][CH2:24][CH:23]([NH:26][C:27](=[O:33])[O:28][C:29]([CH3:32])([CH3:31])[CH3:30])[CH2:22]3)=[N:17][CH:16]=1)=[N:11][C:10]([C:40]1[CH:41]=[C:36]([Cl:35])[C:37]([OH:52])=[C:38]([Cl:51])[CH:39]=1)=[CH:9][CH:8]=2)(=[O:3])[CH3:2]. (6) Given the reactants Br[CH2:2][C:3]1[CH:8]=[CH:7][C:6]([N+:9]([O-:11])=[O:10])=[CH:5][C:4]=1[F:12].[NH:13]1[CH2:18][CH2:17][O:16][CH2:15][CH2:14]1.CCN(CC)CC, predict the reaction product. The product is: [F:12][C:4]1[CH:5]=[C:6]([N+:9]([O-:11])=[O:10])[CH:7]=[CH:8][C:3]=1[CH2:2][N:13]1[CH2:18][CH2:17][O:16][CH2:15][CH2:14]1. (7) Given the reactants [CH3:1][N:2]1[CH2:7][CH2:6][N:5]([C:8]2[CH:9]=[C:10]3[C:14](=[CH:15][CH:16]=2)[NH:13][CH:12]=[CH:11]3)[CH2:4][CH2:3]1.[C:17](O[C:17]([O:19][C:20]([CH3:23])([CH3:22])[CH3:21])=[O:18])([O:19][C:20]([CH3:23])([CH3:22])[CH3:21])=[O:18], predict the reaction product. The product is: [C:20]([O:19][C:17]([N:13]1[C:14]2[C:10](=[CH:9][C:8]([N:5]3[CH2:6][CH2:7][N:2]([CH3:1])[CH2:3][CH2:4]3)=[CH:16][CH:15]=2)[CH:11]=[CH:12]1)=[O:18])([CH3:23])([CH3:22])[CH3:21].